Predict the product of the given reaction. From a dataset of Forward reaction prediction with 1.9M reactions from USPTO patents (1976-2016). Given the reactants FC(F)(F)C(O)=O.[F:8][C:9]1[CH:10]=[C:11]([CH:14]=[C:15]([N:17]2[CH2:22][CH2:21][C:20]3[N:23]=[C:24]([C:35]4[CH:40]=[CH:39][CH:38]=[CH:37][N:36]=4)[N:25](CC4C=CC(OC)=CC=4)[C:19]=3[CH2:18]2)[CH:16]=1)[C:12]#[N:13], predict the reaction product. The product is: [F:8][C:9]1[CH:10]=[C:11]([CH:14]=[C:15]([N:17]2[CH2:22][CH2:21][C:20]3[N:23]=[C:24]([C:35]4[CH:40]=[CH:39][CH:38]=[CH:37][N:36]=4)[NH:25][C:19]=3[CH2:18]2)[CH:16]=1)[C:12]#[N:13].